Dataset: Catalyst prediction with 721,799 reactions and 888 catalyst types from USPTO. Task: Predict which catalyst facilitates the given reaction. (1) Reactant: [F:1][C:2]1[CH:7]=[CH:6][C:5]([C:8]2[CH:13]=[CH:12][N:11]=[CH:10][C:9]=2/[CH:14]=[CH:15]/[C:16]([OH:18])=O)=[CH:4][CH:3]=1.[CH3:19][C:20]1[O:24][C:23]([CH2:25][CH2:26][C:27]2[CH:33]=[CH:32][C:30]([NH2:31])=[CH:29][CH:28]=2)=[N:22][N:21]=1.O.ON1C2C=CC=CC=2N=N1.Cl.C(N=C=NCCCN(C)C)C. Product: [F:1][C:2]1[CH:3]=[CH:4][C:5]([C:8]2[CH:13]=[CH:12][N:11]=[CH:10][C:9]=2/[CH:14]=[CH:15]/[C:16]([NH:31][C:30]2[CH:32]=[CH:33][C:27]([CH2:26][CH2:25][C:23]3[O:24][C:20]([CH3:19])=[N:21][N:22]=3)=[CH:28][CH:29]=2)=[O:18])=[CH:6][CH:7]=1. The catalyst class is: 145. (2) The catalyst class is: 492. Product: [CH3:20][O:21][C:22]1[CH:27]=[CH:26][CH:25]=[CH:24][C:23]=1[C:2]1[CH:19]=[CH:18][CH:17]=[C:4]([C:5]([N:7]([C:9]2[CH:14]=[CH:13][CH:12]=[C:11]([O:15][CH3:16])[CH:10]=2)[CH3:8])=[O:6])[CH:3]=1. Reactant: Br[C:2]1[CH:3]=[C:4]([CH:17]=[CH:18][CH:19]=1)[C:5]([N:7]([C:9]1[CH:14]=[CH:13][CH:12]=[C:11]([O:15][CH3:16])[CH:10]=1)[CH3:8])=[O:6].[CH3:20][O:21][C:22]1[CH:27]=[CH:26][CH:25]=[CH:24][C:23]=1B(O)O. (3) Reactant: [Cl:1][C:2]1[C:3]([C:9](=O)[CH2:10][NH:11][C:12](=[O:23])[C:13]2[CH:18]=[CH:17][CH:16]=[CH:15][C:14]=2[C:19]([F:22])([F:21])[F:20])=[N:4][CH:5]=[C:6]([Cl:8])[CH:7]=1.Cl.[NH2:26][OH:27]. Product: [Cl:1][C:2]1[C:3]([C:9](=[N:26][OH:27])[CH2:10][NH:11][C:12](=[O:23])[C:13]2[CH:18]=[CH:17][CH:16]=[CH:15][C:14]=2[C:19]([F:22])([F:21])[F:20])=[N:4][CH:5]=[C:6]([Cl:8])[CH:7]=1. The catalyst class is: 8. (4) Reactant: Br[C:2]1[CH:10]=[C:9]2[C:5]([CH:6]=[N:7][NH:8]2)=[CH:4][CH:3]=1.[CH3:11][C:12]1([CH3:28])[C:16]([CH3:18])([CH3:17])[O:15][B:14]([B:14]2[O:15][C:16]([CH3:18])([CH3:17])[C:12]([CH3:28])([CH3:11])[O:13]2)[O:13]1.C(Cl)Cl.CC([O-])=O.[K+]. Product: [CH3:11][C:12]1([CH3:28])[C:16]([CH3:18])([CH3:17])[O:15][B:14]([C:2]2[CH:10]=[C:9]3[C:5]([CH:6]=[N:7][NH:8]3)=[CH:4][CH:3]=2)[O:13]1. The catalyst class is: 151. (5) Reactant: [CH3:1][C:2]1[NH:6][N:5]=[C:4]([C:7]2[S:8][CH:9]=[C:10]([C:12]3[CH:17]=[CH:16][C:15]([O:18][C:19]([F:22])([F:21])[F:20])=[CH:14][CH:13]=3)[N:11]=2)[N:3]=1.C([O-])([O-])=O.[Cs+].[Cs+].[Cl:29][C:30]1[CH:35]=[C:34]([CH2:36]Cl)[CH:33]=[CH:32][N:31]=1. Product: [Cl:29][C:30]1[CH:35]=[C:34]([CH2:36][N:6]2[C:2]([CH3:1])=[N:3][C:4]([C:7]3[S:8][CH:9]=[C:10]([C:12]4[CH:13]=[CH:14][C:15]([O:18][C:19]([F:22])([F:20])[F:21])=[CH:16][CH:17]=4)[N:11]=3)=[N:5]2)[CH:33]=[CH:32][N:31]=1. The catalyst class is: 18. (6) Reactant: [H-].[Na+].[CH3:3][O:4][CH2:5][CH2:6][OH:7].Br[C:9]1[C:10]([NH2:16])=[N:11][CH:12]=[C:13]([Br:15])[N:14]=1. Product: [Br:15][C:13]1[N:14]=[C:9]([O:7][CH2:6][CH2:5][O:4][CH3:3])[C:10]([NH2:16])=[N:11][CH:12]=1. The catalyst class is: 1. (7) Reactant: [Br:1][C:2]1[N:3]=[C:4]([C:7]2[C:15]3[C:10](=[N:11][CH:12]=[CH:13][CH:14]=3)[NH:9][N:8]=2)[S:5][CH:6]=1.[H-].[Na+].Cl[C:19]([C:32]1[CH:37]=[CH:36][CH:35]=[CH:34][CH:33]=1)([C:26]1[CH:31]=[CH:30][CH:29]=[CH:28][CH:27]=1)[C:20]1[CH:25]=[CH:24][CH:23]=[CH:22][CH:21]=1. Product: [Br:1][C:2]1[N:3]=[C:4]([C:7]2[C:15]3[C:10](=[N:11][CH:12]=[CH:13][CH:14]=3)[N:9]([C:19]([C:20]3[CH:25]=[CH:24][CH:23]=[CH:22][CH:21]=3)([C:32]3[CH:33]=[CH:34][CH:35]=[CH:36][CH:37]=3)[C:26]3[CH:27]=[CH:28][CH:29]=[CH:30][CH:31]=3)[N:8]=2)[S:5][CH:6]=1. The catalyst class is: 3. (8) The catalyst class is: 9. Reactant: [Cl:1][C:2]1[N:7]=[C:6]([NH:8][C:9]2[CH:14]=[CH:13][C:12]3[O:15][CH2:16][CH2:17][O:18][C:11]=3[CH:10]=2)[C:5]([F:19])=[CH:4][N:3]=1.[C:20]([O-])([O-])=O.[Cs+].[Cs+].CI. Product: [NH3:3].[CH3:12][OH:15].[Cl:1][C:2]1[N:7]=[C:6]([N:8]([C:9]2[CH:14]=[CH:13][C:12]3[O:15][CH2:16][CH2:17][O:18][C:11]=3[CH:10]=2)[CH3:20])[C:5]([F:19])=[CH:4][N:3]=1. (9) Reactant: [C:1]([C:3]1[CH:4]=[C:5]([O:9][CH:10]2[CH2:15][CH2:14][N:13](C(OC(C)(C)C)=O)[CH2:12][CH2:11]2)[CH:6]=[CH:7][CH:8]=1)#[N:2].[ClH:23]. Product: [ClH:23].[C:1]([C:3]1[CH:4]=[C:5]([O:9][CH:10]2[CH2:15][CH2:14][NH:13][CH2:12][CH2:11]2)[CH:6]=[CH:7][CH:8]=1)#[N:2]. The catalyst class is: 12. (10) Reactant: [C:1](Cl)(=O)[C:2]([Cl:4])=[O:3].[N:7]12[CH2:14]C[CH:10]([CH2:11][CH2:12]1)[C@@H:9](C(O)=O)[CH2:8]2. Product: [ClH:4].[N:7]12[CH2:12][CH2:11][CH:10]([CH2:9][CH2:8]1)[C@@H:1]([C:2]([Cl:4])=[O:3])[CH2:14]2. The catalyst class is: 11.